Dataset: Catalyst prediction with 721,799 reactions and 888 catalyst types from USPTO. Task: Predict which catalyst facilitates the given reaction. Reactant: [C:1]([O:5][C:6]([N:8]1[CH2:13][CH:12]=[C:11]([O:14][Si](C)(C)C)[CH2:10][CH2:9]1)=[O:7])([CH3:4])([CH3:3])[CH3:2].[B-](F)(F)(F)[F:20].[B-](F)(F)(F)F.C1[N+]2(CCl)CC[N+](F)(CC2)C1. Product: [C:1]([O:5][C:6]([N:8]1[CH2:13][CH2:12][C:11](=[O:14])[CH:10]([F:20])[CH2:9]1)=[O:7])([CH3:4])([CH3:3])[CH3:2]. The catalyst class is: 47.